This data is from Forward reaction prediction with 1.9M reactions from USPTO patents (1976-2016). The task is: Predict the product of the given reaction. (1) Given the reactants CI.[C:3](#N)C.[I:6][C:7]1[CH:12]=[CH:11][C:10]([C:13](=[O:24])[NH:14][CH:15]([C:20]([NH:22][CH3:23])=[O:21])[C:16]([O:18][CH3:19])=[O:17])=[CH:9][CH:8]=1.C(=O)([O-])[O-].[K+].[K+], predict the reaction product. The product is: [I:6][C:7]1[CH:12]=[CH:11][C:10]([C:13](=[O:24])[NH:14][C:15]([CH3:3])([C:20]([NH:22][CH3:23])=[O:21])[C:16]([O:18][CH3:19])=[O:17])=[CH:9][CH:8]=1. (2) Given the reactants [Cl:1][C:2]1[CH:7]=[CH:6][C:5]([CH:8](O)[C:9]2[C:10]([C:16]([O:18][CH2:19][CH3:20])=[O:17])=[N:11][N:12]([CH3:15])[C:13]=2[CH3:14])=[CH:4][CH:3]=1.[NH2:22][C:23]1[CH:24]=[CH:25][C:26](=[O:30])[N:27]([CH3:29])[N:28]=1, predict the reaction product. The product is: [Cl:1][C:2]1[CH:7]=[CH:6][C:5]([CH:8]([NH:22][C:23]2[CH:24]=[CH:25][C:26](=[O:30])[N:27]([CH3:29])[N:28]=2)[C:9]2[C:10]([C:16]([O:18][CH2:19][CH3:20])=[O:17])=[N:11][N:12]([CH3:15])[C:13]=2[CH3:14])=[CH:4][CH:3]=1. (3) Given the reactants FC(F)(F)CCC(=O)C.[F:10][C:11]([F:17])([F:16])[CH2:12][CH2:13][CH:14]=O.FC(F)(F)CCC(O)=O.[C-:27]#[N:28].[Na+].[Cl-].[NH4+:31].[CH3:32]O, predict the reaction product. The product is: [NH2:31][C:14]([CH3:32])([CH2:13][CH2:12][C:11]([F:17])([F:16])[F:10])[C:27]#[N:28]. (4) Given the reactants OC(C(F)(F)F)=O.[NH:8]1[CH2:11][CH:10]([NH:12][C:13](=[O:30])[CH2:14][NH:15][C:16]2[C:24]3[C:19](=[CH:20][CH:21]=[C:22]([C:25]([F:28])([F:27])[F:26])[CH:23]=3)[N:18]([CH3:29])[N:17]=2)[CH2:9]1.[OH:31][C:32]1([C:39]2[S:40][CH:41]=[CH:42][N:43]=2)[CH2:37][CH2:36][C:35](=O)[CH2:34][CH2:33]1, predict the reaction product. The product is: [OH:31][C:32]1([C:39]2[S:40][CH:41]=[CH:42][N:43]=2)[CH2:33][CH2:34][CH:35]([N:8]2[CH2:9][CH:10]([NH:12][C:13](=[O:30])[CH2:14][NH:15][C:16]3[C:24]4[C:19](=[CH:20][CH:21]=[C:22]([C:25]([F:27])([F:26])[F:28])[CH:23]=4)[N:18]([CH3:29])[N:17]=3)[CH2:11]2)[CH2:36][CH2:37]1.